From a dataset of Reaction yield outcomes from USPTO patents with 853,638 reactions. Predict the reaction yield, written as a fraction of the theoretical maximum amount of product (1.0 means a 100% yield; for example, 0.34 means a 34% yield). (1) The reactants are [O:1]=[C:2]1[CH:7]=[C:6]([C:8]([OH:10])=O)[CH:5]=[CH:4][N:3]1[CH:11]([C:13]1[CH:18]=[CH:17][CH:16]=[CH:15][CH:14]=1)[CH3:12].ON1C2C=CC=CC=2N=N1.Cl.CN(C)CCCN=C=NCC.C(N(CC)CC)C.[NH2:48][CH2:49][C:50]1[C:51]([OH:59])=[N:52][C:53]([CH3:58])=[CH:54][C:55]=1[O:56][CH3:57]. The catalyst is ClCCl.O. The product is [OH:59][C:51]1[C:50]([CH2:49][NH:48][C:8]([C:6]2[CH:5]=[CH:4][N:3]([CH:11]([C:13]3[CH:18]=[CH:17][CH:16]=[CH:15][CH:14]=3)[CH3:12])[C:2](=[O:1])[CH:7]=2)=[O:10])=[C:55]([O:56][CH3:57])[CH:54]=[C:53]([CH3:58])[N:52]=1. The yield is 0.280. (2) The reactants are [C:1]([C:3]1[CH:4]=[C:5]([NH:9][C:10](=[O:16])[O:11][C:12]([CH3:15])([CH3:14])[CH3:13])[CH:6]=[CH:7][CH:8]=1)#[CH:2].I[C:18]1[CH:27]=[C:26]([N+:28]([O-:30])=[O:29])[CH:25]=[CH:24][C:19]=1[C:20]([O:22][CH3:23])=[O:21]. No catalyst specified. The product is [C:12]([O:11][C:10]([NH:9][C:5]1[CH:4]=[C:3]([C:1]#[C:2][C:18]2[CH:27]=[C:26]([N+:28]([O-:30])=[O:29])[CH:25]=[CH:24][C:19]=2[C:20]([O:22][CH3:23])=[O:21])[CH:8]=[CH:7][CH:6]=1)=[O:16])([CH3:13])([CH3:15])[CH3:14]. The yield is 0.870. (3) The reactants are [CH3:1][C:2]1[CH:14]=[C:13]([C:15](=[N:23][O:24][CH2:25][C:26]2[CH:31]=[CH:30][C:29]([C:32]([F:35])([F:34])[F:33])=[CH:28][CH:27]=2)[CH2:16][C:17]2[CH:22]=[CH:21][CH:20]=[CH:19][CH:18]=2)[CH:12]=[CH:11][C:3]=1[O:4][CH2:5][C:6]([O:8]CC)=[O:7].[OH-].[Li+]. The catalyst is C1COCC1.O. The product is [CH3:1][C:2]1[CH:14]=[C:13]([C:15](=[N:23][O:24][CH2:25][C:26]2[CH:27]=[CH:28][C:29]([C:32]([F:33])([F:34])[F:35])=[CH:30][CH:31]=2)[CH2:16][C:17]2[CH:22]=[CH:21][CH:20]=[CH:19][CH:18]=2)[CH:12]=[CH:11][C:3]=1[O:4][CH2:5][C:6]([OH:8])=[O:7]. The yield is 0.950.